This data is from Full USPTO retrosynthesis dataset with 1.9M reactions from patents (1976-2016). The task is: Predict the reactants needed to synthesize the given product. (1) The reactants are: C([O-])(=O)C.[O:5]=[C:6]1[C@@H:9]([NH3+:10])[CH2:8][NH:7]1.CCN(C(C)C)C(C)C.[CH2:20]([O:30][C:31](N1C=CC=CC1=O)=[O:32])[CH2:21][CH2:22][CH2:23][CH2:24][CH2:25][CH2:26][CH2:27]CC.CCOCC. Given the product [CH2:20]([O:30][C:31](=[O:32])[NH:10][C@H:9]1[CH2:8][NH:7][C:6]1=[O:5])[CH2:21][CH2:22][CH2:23][CH2:24][CH2:25][CH2:26][CH3:27], predict the reactants needed to synthesize it. (2) The reactants are: [F:1][C:2]([F:15])([F:14])[C:3]1[CH:8]=[CH:7][C:6]([C:9]2[O:10][CH:11]=[CH:12][CH:13]=2)=[CH:5][CH:4]=1.C([Li])CCC.Br[C:22]1[CH:32]=[CH:31][CH:30]=[CH:29][C:23]=1[C:24]([O:26][CH2:27][CH3:28])=[O:25].Cl. Given the product [F:15][C:2]([F:1])([F:14])[C:3]1[CH:4]=[CH:5][C:6]([C:9]2[O:10][C:11]([C:29]3[CH:30]=[CH:31][CH:32]=[CH:22][C:23]=3[C:24]([O:26][CH2:27][CH3:28])=[O:25])=[CH:12][CH:13]=2)=[CH:7][CH:8]=1, predict the reactants needed to synthesize it. (3) Given the product [CH:18]1([C:24]2[CH:25]=[CH:26][C:27]([S:30]([NH:1][CH2:2][C:3]3[CH:8]=[CH:7][N:6]=[C:5]([CH3:9])[C:4]=3[CH3:10])(=[O:32])=[O:31])=[CH:28][CH:29]=2)[CH2:19][CH2:20][CH2:21][CH2:22][CH2:23]1, predict the reactants needed to synthesize it. The reactants are: [NH2:1][CH2:2][C:3]1[CH:8]=[CH:7][N:6]=[C:5]([CH3:9])[C:4]=1[CH3:10].C(N(CC)CC)C.[CH:18]1([C:24]2[CH:29]=[CH:28][C:27]([S:30](Cl)(=[O:32])=[O:31])=[CH:26][CH:25]=2)[CH2:23][CH2:22][CH2:21][CH2:20][CH2:19]1. (4) Given the product [CH:17]1([CH2:20][O:21][C:22]2[CH:23]=[CH:24][C:25]([CH3:28])=[CH:26][C:27]=2[C:2]2[C:3]3[NH:10][C:9]([CH3:11])=[C:8]([C:12]([O:14][CH2:15][CH3:16])=[O:13])[C:4]=3[N:5]=[CH:6][N:7]=2)[CH2:18][CH2:19]1, predict the reactants needed to synthesize it. The reactants are: Cl[C:2]1[C:3]2[NH:10][C:9]([CH3:11])=[C:8]([C:12]([O:14][CH2:15][CH3:16])=[O:13])[C:4]=2[N:5]=[CH:6][N:7]=1.[CH:17]1([CH2:20][O:21][C:22]2[CH:27]=[CH:26][C:25]([CH3:28])=[CH:24][C:23]=2B2OC(C)(C)C(C)(C)O2)[CH2:19][CH2:18]1. (5) The reactants are: Br[C:2]1[CH:7]=[CH:6][C:5]([Br:8])=[CH:4][CH:3]=1.[Si]([O:16][CH2:17][C@@H:18](/[N:23]=[CH:24]/[C:25]([F:28])([F:27])[F:26])[CH2:19][CH:20]([CH3:22])[CH3:21])(C(C)(C)C)(C)C.[Cl-].[NH4+].[F-].C([NH3+])(C)(C)C. Given the product [Br:8][C:5]1[CH:6]=[CH:7][C:2]([C@H:24]([NH:23][C@@H:18]([CH2:19][CH:20]([CH3:22])[CH3:21])[CH2:17][OH:16])[C:25]([F:27])([F:26])[F:28])=[CH:3][CH:4]=1, predict the reactants needed to synthesize it. (6) Given the product [Cl:32][C:19]1[NH:20][C:21]([NH:24][CH2:25][CH2:26][C:27]2[CH:31]=[CH:30][S:29][CH:28]=2)=[C:22]([F:23])[C:17](=[N:9][NH2:8])[N:18]=1, predict the reactants needed to synthesize it. The reactants are: CC(OC([N:8](C(OC(C)(C)C)=O)[N:9]([C:17]1[C:22]([F:23])=[C:21]([NH:24][CH2:25][CH2:26][C:27]2[CH:31]=[CH:30][S:29][CH:28]=2)[N:20]=[C:19]([Cl:32])[N:18]=1)C(OC(C)(C)C)=O)=O)(C)C.Cl. (7) The reactants are: [C:1]([C:3]1[CH:11]=[CH:10][C:6]([C:7](O)=O)=[CH:5][CH:4]=1)#[N:2].[CH3:12][N:13]([C:15]([NH2:17])=[S:16])[NH2:14].O=P(Cl)(Cl)Cl.C([O-])(O)=O.[Na+]. Given the product [CH:3]1([N:17]=[C:15]2[S:16][C:7]([C:6]3[CH:10]=[CH:11][C:3]([C:1]#[N:2])=[CH:4][CH:5]=3)=[N:14][N:13]2[CH3:12])[CH2:11][CH2:10][CH2:6][CH2:5][CH2:4]1, predict the reactants needed to synthesize it. (8) Given the product [C:15]([O:7][CH:5]1[CH2:6][C:2](=[O:1])[CH:3]=[CH:4]1)(=[O:22])[C:16]1[CH:21]=[CH:20][CH:19]=[CH:18][CH:17]=1, predict the reactants needed to synthesize it. The reactants are: [OH:1][CH:2]1[CH2:6][C:5](=[O:7])[CH:4]=[CH:3]1.C(N(CC)CC)C.[C:15](Cl)(=[O:22])[C:16]1[CH:21]=[CH:20][CH:19]=[CH:18][CH:17]=1. (9) The reactants are: [F:1][C:2]([F:15])([C:5]1[CH:10]=[CH:9][C:8]([C:11]([F:14])([F:13])[F:12])=[CH:7][N:6]=1)[CH2:3][OH:4].CCN(C(C)C)C(C)C.[O:25](S(C(F)(F)F)(=O)=O)[S:26]([C:29]([F:32])([F:31])[F:30])(=O)=[O:27]. Given the product [F:30][C:29]([F:32])([F:31])[S:26]([O:4][CH2:3][C:2]([F:1])([F:15])[C:5]1[CH:10]=[CH:9][C:8]([C:11]([F:12])([F:13])[F:14])=[CH:7][N:6]=1)(=[O:27])=[O:25], predict the reactants needed to synthesize it.